This data is from Forward reaction prediction with 1.9M reactions from USPTO patents (1976-2016). The task is: Predict the product of the given reaction. Given the reactants [NH2:1][C:2]1[C:3]([C:15]([NH2:17])=[O:16])=[CH:4][C:5]2[C:13]3[C:8](=[CH:9][CH:10]=[CH:11][CH:12]=3)[NH:7][C:6]=2[N:14]=1.[H-].[Na+].Br[CH:21]([CH3:23])[CH3:22], predict the reaction product. The product is: [NH2:1][C:2]1[C:3]([C:15]([NH2:17])=[O:16])=[CH:4][C:5]2[C:13]3[C:8](=[CH:9][CH:10]=[CH:11][CH:12]=3)[N:7]([CH:21]([CH3:23])[CH3:22])[C:6]=2[N:14]=1.